From a dataset of Forward reaction prediction with 1.9M reactions from USPTO patents (1976-2016). Predict the product of the given reaction. (1) The product is: [CH3:19][C:12]1[CH:13]=[C:14]([C:6](=[N:23][O:22][CH3:21])[C:5]2[CH:9]=[CH:10][CH:11]=[C:3]([O:2][CH3:1])[CH:4]=2)[CH:15]=[CH:16][C:17]=1[OH:18]. Given the reactants [CH3:1][O:2][C:3]1[CH:4]=[C:5]([CH:9]=[CH:10][CH:11]=1)[C:6](Cl)=O.[C:12]1([CH3:19])[C:17]([OH:18])=[CH:16][CH:15]=[CH:14][CH:13]=1.Cl.[CH3:21][O:22][NH2:23].C(=O)(O)[O-].[Na+], predict the reaction product. (2) Given the reactants N[C:2]1[C:11]2[C:6](=[CH:7][C:8]([S:13]([OH:16])(=[O:15])=[O:14])=[CH:9][C:10]=2[OH:12])[CH:5]=[C:4]([S:17]([OH:20])(=[O:19])=[O:18])[CH:3]=1.N([O-])=O.[Na+].[Cl-].[Na+].[BrH:27], predict the reaction product. The product is: [Br:27][C:2]1[C:11]2[C:6](=[CH:7][C:8]([S:13]([OH:16])(=[O:15])=[O:14])=[CH:9][C:10]=2[OH:12])[CH:5]=[C:4]([S:17]([OH:20])(=[O:19])=[O:18])[CH:3]=1. (3) Given the reactants Br[CH2:2][C:3]1[CH:8]=[CH:7][C:6]([S:9]([CH2:12][CH3:13])(=[O:11])=[O:10])=[CH:5][CH:4]=1.[CH3:14][O:15][C:16](=[O:22])[CH2:17][C:18](=[O:21])[CH2:19][CH3:20], predict the reaction product. The product is: [CH3:14][O:15][C:16](=[O:22])[CH:17]([CH2:2][C:3]1[CH:8]=[CH:7][C:6]([S:9]([CH2:12][CH3:13])(=[O:11])=[O:10])=[CH:5][CH:4]=1)[C:18](=[O:21])[CH2:19][CH3:20]. (4) The product is: [NH2:1][CH2:4][CH2:5][C:6]1[CH:48]=[CH:47][CH:46]=[CH:45][C:7]=1[O:8][CH2:9][CH2:10][O:11][CH:12]1[CH:17]([C:18]2[CH:19]=[CH:20][C:21]([O:24][CH2:25][CH2:26][CH2:27][O:28][CH2:29][C:30]3[CH:35]=[CH:34][CH:33]=[CH:32][C:31]=3[O:36][CH3:37])=[CH:22][CH:23]=2)[CH2:16][CH2:15][N:14]([C:38]([O:40][C:41]([CH3:43])([CH3:44])[CH3:42])=[O:39])[CH2:13]1. Given the reactants [N:1]([CH2:4][CH2:5][C:6]1[CH:48]=[CH:47][CH:46]=[CH:45][C:7]=1[O:8][CH2:9][CH2:10][O:11][CH:12]1[CH:17]([C:18]2[CH:23]=[CH:22][C:21]([O:24][CH2:25][CH2:26][CH2:27][O:28][CH2:29][C:30]3[CH:35]=[CH:34][CH:33]=[CH:32][C:31]=3[O:36][CH3:37])=[CH:20][CH:19]=2)[CH2:16][CH2:15][N:14]([C:38]([O:40][C:41]([CH3:44])([CH3:43])[CH3:42])=[O:39])[CH2:13]1)=[N+]=[N-].N.C1(P(C2C=CC=CC=2)C2C=CC=CC=2)C=CC=CC=1, predict the reaction product. (5) Given the reactants [Cl:1][C:2]1[CH:7]=[CH:6][C:5]([C:8]2[C:9]([C:30]3[CH:35]=[CH:34][N:33]=[CH:32][CH:31]=3)=[N:10][N:11]3[C:16]([CH:17]4[CH2:22][CH2:21][N:20]([CH2:23][CH3:24])[CH2:19][CH2:18]4)=[C:15]([C:25]([O:27]CC)=[O:26])[N:14]=[N:13][C:12]=23)=[CH:4][C:3]=1[O:36]C.B(Br)(Br)Br, predict the reaction product. The product is: [Cl:1][C:2]1[CH:7]=[CH:6][C:5]([C:8]2[C:9]([C:30]3[CH:31]=[CH:32][N:33]=[CH:34][CH:35]=3)=[N:10][N:11]3[C:16]([CH:17]4[CH2:22][CH2:21][N:20]([CH2:23][CH3:24])[CH2:19][CH2:18]4)=[C:15]([C:25]([OH:27])=[O:26])[N:14]=[N:13][C:12]=23)=[CH:4][C:3]=1[OH:36].